From a dataset of Forward reaction prediction with 1.9M reactions from USPTO patents (1976-2016). Predict the product of the given reaction. Given the reactants Cl.Cl.[NH2:3][C:4]1[CH:5]=[C:6]([NH:10][C:11](=[O:26])[CH2:12][N:13]2[CH2:18][CH2:17][CH:16]([CH2:19][C:20]3[CH:25]=[CH:24][CH:23]=[CH:22][CH:21]=3)[CH2:15][CH2:14]2)[CH:7]=[CH:8][CH:9]=1.[CH:27](=O)[C:28]1[CH:33]=[CH:32][CH:31]=[CH:30][CH:29]=1.C(O)(=O)C.ClC(Cl)C.C(O[BH-](OC(=O)C)OC(=O)C)(=O)C.[Na+], predict the reaction product. The product is: [CH2:27]([NH:3][C:4]1[CH:5]=[C:6]([NH:10][C:11](=[O:26])[CH2:12][N:13]2[CH2:18][CH2:17][CH:16]([CH2:19][C:20]3[CH:25]=[CH:24][CH:23]=[CH:22][CH:21]=3)[CH2:15][CH2:14]2)[CH:7]=[CH:8][CH:9]=1)[C:28]1[CH:33]=[CH:32][CH:31]=[CH:30][CH:29]=1.